Predict the reaction yield, written as a fraction of the theoretical maximum amount of product (1.0 means a 100% yield; for example, 0.34 means a 34% yield). From a dataset of Reaction yield outcomes from USPTO patents with 853,638 reactions. (1) The reactants are [NH2:1][C:2]1[N:7]=[CH:6][C:5]([C:8]2[C:9]3[CH2:23][CH2:22][N:21]([CH:24]4[CH2:27][N:26](C(OC(C)(C)C)=O)[CH2:25]4)[C:10]=3[N:11]=[C:12]([N:14]3[CH2:19][CH2:18][O:17][CH2:16][C@@H:15]3[CH3:20])[N:13]=2)=[CH:4][N:3]=1.[ClH:35].O1CCOCC1. The catalyst is CO.C1(C)C=CC=CC=1. The product is [ClH:35].[ClH:35].[NH:26]1[CH2:27][CH:24]([N:21]2[C:10]3[N:11]=[C:12]([N:14]4[CH2:19][CH2:18][O:17][CH2:16][C@@H:15]4[CH3:20])[N:13]=[C:8]([C:5]4[CH:4]=[N:3][C:2]([NH2:1])=[N:7][CH:6]=4)[C:9]=3[CH2:23][CH2:22]2)[CH2:25]1. The yield is 1.00. (2) The reactants are [CH3:1][N:2](C(ON1N=NC2C=CC=NC1=2)=[N+](C)C)C.F[P-](F)(F)(F)(F)F.[Br:25][C:26]1[CH:27]=[C:28]([N:32]([C:37]2[C:55]([CH:56]3[CH2:58][CH2:57]3)=[CH:54][C:40]3[C:41]([C:51](O)=[O:52])=[C:42]([C:44]4[CH:49]=[CH:48][C:47]([F:50])=[CH:46][CH:45]=4)[O:43][C:39]=3[CH:38]=2)[S:33]([CH3:36])(=[O:35])=[O:34])[CH:29]=[CH:30][CH:31]=1.Cl.CN.CCN(C(C)C)C(C)C. The catalyst is CN(C=O)C.CCOC(C)=O. The product is [Br:25][C:26]1[CH:27]=[C:28]([N:32]([C:37]2[C:55]([CH:56]3[CH2:58][CH2:57]3)=[CH:54][C:40]3[C:41]([C:51]([NH:2][CH3:1])=[O:52])=[C:42]([C:44]4[CH:49]=[CH:48][C:47]([F:50])=[CH:46][CH:45]=4)[O:43][C:39]=3[CH:38]=2)[S:33]([CH3:36])(=[O:35])=[O:34])[CH:29]=[CH:30][CH:31]=1. The yield is 0.790. (3) The catalyst is C(Cl)Cl. The yield is 0.590. The product is [Br:1][C:2]1[CH:6]=[N:5][N:4]([CH3:7])[C:3]=1[C:8]1[CH:9]=[C:10]([NH:17][C:26]([NH:25][C:22]2[CH:23]=[CH:24][C:19]([F:18])=[CH:20][CH:21]=2)=[O:27])[CH:11]=[CH:12][C:13]=1[O:14][CH2:15][CH3:16]. The reactants are [Br:1][C:2]1[CH:6]=[N:5][N:4]([CH3:7])[C:3]=1[C:8]1[CH:9]=[C:10]([NH2:17])[CH:11]=[CH:12][C:13]=1[O:14][CH2:15][CH3:16].[F:18][C:19]1[CH:24]=[CH:23][C:22]([N:25]=[C:26]=[O:27])=[CH:21][CH:20]=1. (4) The reactants are [NH2:1][C:2]1[CH:7]=[CH:6][C:5]([CH2:8][C:9]([O:11][C:12]([CH3:15])([CH3:14])[CH3:13])=[O:10])=[CH:4][C:3]=1[O:16][CH3:17].[Cl:18][C:19]1[CH:24]=[CH:23][CH:22]=[C:21]([Cl:25])[C:20]=1[N:26]=[C:27]=[O:28].CCN(CC)CC. The catalyst is C1COCC1. The product is [Cl:18][C:19]1[CH:24]=[CH:23][CH:22]=[C:21]([Cl:25])[C:20]=1[NH:26][C:27](=[O:28])[NH:1][C:2]1[CH:7]=[CH:6][C:5]([CH2:8][C:9]([O:11][C:12]([CH3:14])([CH3:13])[CH3:15])=[O:10])=[CH:4][C:3]=1[O:16][CH3:17]. The yield is 0.590.